From a dataset of Forward reaction prediction with 1.9M reactions from USPTO patents (1976-2016). Predict the product of the given reaction. (1) The product is: [CH2:1]([O:8][C@@H:9]1[C@@H:15]([O:16][CH2:17][C:18]2[CH:23]=[CH:22][CH:21]=[CH:20][CH:19]=2)[C@H:14]([O:24][CH2:25][C:26]2[CH:27]=[CH:28][CH:29]=[CH:30][CH:31]=2)[C@@H:13]([CH2:32][O:33][CH2:34][C:35]2[CH:36]=[CH:37][CH:38]=[CH:39][CH:40]=2)[O:12][CH:10]1[O:11][CH2:53][C:52]([OH:55])=[O:51])[C:2]1[CH:3]=[CH:4][CH:5]=[CH:6][CH:7]=1. Given the reactants [CH2:1]([O:8][C@@H:9]1[C@@H:15]([O:16][CH2:17][C:18]2[CH:23]=[CH:22][CH:21]=[CH:20][CH:19]=2)[C@H:14]([O:24][CH2:25][C:26]2[CH:31]=[CH:30][CH:29]=[CH:28][CH:27]=2)[C@@H:13]([CH2:32][O:33][CH2:34][C:35]2[CH:40]=[CH:39][CH:38]=[CH:37][CH:36]=2)[O:12][CH:10]1[OH:11])[C:2]1[CH:7]=[CH:6][CH:5]=[CH:4][CH:3]=1.CC(C)([O-])C.[K+].C([O:51][C:52](=[O:55])[CH2:53]Br)(C)(C)C.C1(C)C=CC=CC=1, predict the reaction product. (2) Given the reactants [F:1][C:2]([F:23])([F:22])[C:3]1[CH:4]=[C:5]([N:13](C)[C:14](=O)OC(C)(C)C)[CH:6]=[C:7]([C:9]([F:12])([F:11])[F:10])[CH:8]=1.[ClH:24].CC(O)C, predict the reaction product. The product is: [ClH:24].[CH3:14][NH:13][C:5]1[CH:6]=[C:7]([C:9]([F:10])([F:11])[F:12])[CH:8]=[C:3]([C:2]([F:1])([F:22])[F:23])[CH:4]=1. (3) Given the reactants CC(C)=O.OS(O)(=O)=O.O=[Cr](=O)=O.[C:14]([N:21]1[CH2:29][C@H:27]([OH:28])[CH2:26][C@H:22]1[C:23]([OH:25])=[O:24])([O:16][C:17]([CH3:20])([CH3:19])[CH3:18])=[O:15], predict the reaction product. The product is: [C:17]([O:16][C:14]([N:21]1[CH2:29][C:27](=[O:28])[CH2:26][C@H:22]1[C:23]([OH:25])=[O:24])=[O:15])([CH3:20])([CH3:18])[CH3:19]. (4) Given the reactants [Cl:1][C:2]1[C:7]([C:8]([NH2:10])=[O:9])=[C:6]([OH:11])[C:5]([NH:12][C:13]2[C:16](=[O:17])[C:15](=[O:18])[C:14]=2Cl)=[CH:4][CH:3]=1.[Cl:20][C:21]1[CH:27]=[CH:26][CH:25]=[CH:24][C:22]=1[NH2:23], predict the reaction product. The product is: [Cl:1][C:2]1[C:7]([C:8]([NH2:10])=[O:9])=[C:6]([OH:11])[C:5]([NH:12][C:13]2[C:16](=[O:17])[C:15](=[O:18])[C:14]=2[NH:23][C:22]2[CH:24]=[CH:25][CH:26]=[CH:27][C:21]=2[Cl:20])=[CH:4][CH:3]=1. (5) The product is: [CH3:29][O:28][CH2:27][CH2:26][S:22][C:12]1[N:11]([C:8]2[CH:9]=[CH:10][C:5]([O:4][CH2:3][C:2]([F:1])([F:23])[F:24])=[CH:6][CH:7]=2)[C:16](=[O:17])[C:15]2[CH2:18][C:19](=[O:21])[NH:20][C:14]=2[N:13]=1. Given the reactants [F:1][C:2]([F:24])([F:23])[CH2:3][O:4][C:5]1[CH:10]=[CH:9][C:8]([N:11]2[C:16](=[O:17])[C:15]3[CH2:18][C:19](=[O:21])[NH:20][C:14]=3[NH:13][C:12]2=[S:22])=[CH:7][CH:6]=1.Br[CH2:26][CH2:27][O:28][CH3:29].C(=O)([O-])O.[Na+].C(O)(=O)CC(CC(O)=O)(C(O)=O)O, predict the reaction product. (6) Given the reactants Cl.[CH3:2][NH:3][O:4][CH3:5].C([O-])([O-])=O.[K+].[K+].O.[Cl:13][CH:14]([Cl:18])[C:15](Cl)=[O:16], predict the reaction product. The product is: [Cl:13][CH:14]([Cl:18])[C:15]([N:3]([O:4][CH3:5])[CH3:2])=[O:16]. (7) Given the reactants [OH:1][CH2:2][CH2:3][C@@H:4]1[CH2:6][C@@H:5]1[CH:7]1[CH2:12][CH2:11][N:10]([C:13]([O:15]CC2C=CC=CC=2)=O)[CH2:9][CH2:8]1.[N:23]1([C:28]2[CH:33]=[CH:32][C:31](O)=[CH:30][CH:29]=2)[CH:27]=[N:26][N:25]=[N:24]1.[C:48]1(P([C:48]2[CH:53]=[CH:52][CH:51]=[CH:50][CH:49]=2)[C:48]2[CH:53]=[CH:52][CH:51]=[CH:50][CH:49]=2)[CH:53]=[CH:52][CH:51]=[CH:50][CH:49]=1.N(C(OC(C)(C)C)=O)=N[C:56](OC(C)(C)C)=O, predict the reaction product. The product is: [CH:48]1([CH2:56][C:13]([N:10]2[CH2:9][CH2:8][CH:7]([C@H:5]3[CH2:6][C@H:4]3[CH2:3][CH2:2][O:1][C:31]3[CH:32]=[CH:33][C:28]([N:23]4[CH:27]=[N:26][N:25]=[N:24]4)=[CH:29][CH:30]=3)[CH2:12][CH2:11]2)=[O:15])[CH2:49][CH2:50][CH2:51][CH2:52][CH2:53]1. (8) Given the reactants C([O:8][N:9]1[C:14]2[N:15]=[CH:16][N:17]=[CH:18][C:13]=2[C:12]([N:19]2[CH2:28][CH2:27][C:26]3[C:21](=[CH:22][CH:23]=[CH:24][CH:25]=3)[CH2:20]2)=[CH:11][C:10]1=[O:29])C1C=CC=CC=1.[H][H], predict the reaction product. The product is: [CH2:20]1[C:21]2[C:26](=[CH:25][CH:24]=[CH:23][CH:22]=2)[CH2:27][CH2:28][N:19]1[C:12]1[C:13]2[CH:18]=[N:17][CH:16]=[N:15][C:14]=2[N:9]([OH:8])[C:10](=[O:29])[CH:11]=1. (9) Given the reactants [CH3:1][C:2]1[N:7]=[CH:6][C:5]([NH2:8])=[CH:4][C:3]=1[C:9]1[N:10]=[N:11][C:12]([S:21]([CH3:24])(=[O:23])=[O:22])=[C:13]([N:15]2[CH2:20][CH2:19][O:18][CH2:17][CH2:16]2)[CH:14]=1.CCN(C(C)C)C(C)C.[F:34][C:35]([F:46])([F:45])[C:36]1[CH:37]=[C:38]([CH:42]=[CH:43][CH:44]=1)[C:39](O)=[O:40].CN(C(ON1N=NC2C=CC=NC1=2)=[N+](C)C)C.F[P-](F)(F)(F)(F)F, predict the reaction product. The product is: [CH3:1][C:2]1[N:7]=[CH:6][C:5]([NH:8][C:39](=[O:40])[C:38]2[CH:42]=[CH:43][CH:44]=[C:36]([C:35]([F:34])([F:45])[F:46])[CH:37]=2)=[CH:4][C:3]=1[C:9]1[N:10]=[N:11][C:12]([S:21]([CH3:24])(=[O:23])=[O:22])=[C:13]([N:15]2[CH2:20][CH2:19][O:18][CH2:17][CH2:16]2)[CH:14]=1.